Dataset: Forward reaction prediction with 1.9M reactions from USPTO patents (1976-2016). Task: Predict the product of the given reaction. Given the reactants [C:1]1([NH:7][C:8]2[CH:9]=[CH:10][C:11]([C:14]([NH:16][CH2:17][C:18]([OH:20])=O)=[O:15])=[N:12][CH:13]=2)[CH:6]=[CH:5][CH:4]=[CH:3][CH:2]=1.CCN(C(C)C)C(C)C.[CH:30]1[CH:31]=[CH:32][C:33]2N(O)N=[N:36][C:34]=2[CH:35]=1.CCN=C=NCCCN(C)C.[ClH:51].Cl.ClC1C=CC=CC=1O[CH:57]1[CH2:62][CH2:61][NH:60][CH2:59][CH2:58]1, predict the reaction product. The product is: [Cl:51][C:33]1[CH:32]=[CH:31][CH:30]=[CH:35][C:34]=1[NH:36][CH:57]1[CH2:62][CH2:61][N:60]([C:18](=[O:20])[CH2:17][NH:16][C:14]([C:11]2[CH:10]=[CH:9][C:8]([NH:7][C:1]3[CH:2]=[CH:3][CH:4]=[CH:5][CH:6]=3)=[CH:13][N:12]=2)=[O:15])[CH2:59][CH2:58]1.